From a dataset of Reaction yield outcomes from USPTO patents with 853,638 reactions. Predict the reaction yield, written as a fraction of the theoretical maximum amount of product (1.0 means a 100% yield; for example, 0.34 means a 34% yield). The reactants are [C:1]([C:4]1[C:9]([C:10]2[CH:15]=[CH:14][CH:13]=[CH:12][CH:11]=2)=[N:8][N:7]([CH2:16][CH3:17])[C:6](=[O:18])[C:5]=1[N+:19]([O-])=O)(=[O:3])[CH3:2].N[C:23]1[CH:27]=[CH:26][O:25][N:24]=1. The catalyst is C(O)C. The product is [C:1]([C:4]1[C:9]([C:10]2[CH:11]=[CH:12][CH:13]=[CH:14][CH:15]=2)=[N:8][N:7]([CH2:16][CH3:17])[C:6](=[O:18])[C:5]=1[NH:19][C:23]1[CH:27]=[CH:26][O:25][N:24]=1)(=[O:3])[CH3:2]. The yield is 0.637.